This data is from Reaction yield outcomes from USPTO patents with 853,638 reactions. The task is: Predict the reaction yield, written as a fraction of the theoretical maximum amount of product (1.0 means a 100% yield; for example, 0.34 means a 34% yield). (1) The reactants are [Cl-].O[NH3+:3].[C:4](=[O:7])([O-:6])O.[Na+].CS(C)=O.[C:13]([C:15]1[CH:20]=[CH:19][CH:18]=[CH:17][C:16]=1[C:21]1[CH:26]=[CH:25][C:24]([CH2:27][C:28]2[C:29](=[O:48])[N:30]([CH2:40][C:41]([O:43][C:44]([CH3:47])([CH3:46])[CH3:45])=[O:42])[C:31]3[N:32]([N:37]=[CH:38][N:39]=3)[C:33]=2[CH2:34][CH2:35][CH3:36])=[CH:23][CH:22]=1)#[N:14]. The catalyst is C(OCC)(=O)C. The product is [O:48]=[C:29]1[C:28]([CH2:27][C:24]2[CH:23]=[CH:22][C:21]([C:16]3[CH:17]=[CH:18][CH:19]=[CH:20][C:15]=3[C:13]3[NH:3][C:4](=[O:7])[O:6][N:14]=3)=[CH:26][CH:25]=2)=[C:33]([CH2:34][CH2:35][CH3:36])[N:32]2[N:37]=[CH:38][N:39]=[C:31]2[N:30]1[CH2:40][C:41]([O:43][C:44]([CH3:47])([CH3:46])[CH3:45])=[O:42]. The yield is 0.820. (2) The catalyst is CN(C=O)C. The product is [CH2:25]([NH:1][C:2]1[CH:3]=[C:4]([CH:7]=[CH:8][C:9]=1[N:10]1[C:14]2=[N:15][CH:16]=[CH:17][C:18]([I:19])=[C:13]2[C:12]([C:20]([F:23])([F:22])[F:21])=[N:11]1)[C:5]#[N:6])[CH3:26]. The yield is 0.780. The reactants are [NH2:1][C:2]1[CH:3]=[C:4]([CH:7]=[CH:8][C:9]=1[N:10]1[C:14]2=[N:15][CH:16]=[CH:17][C:18]([I:19])=[C:13]2[C:12]([C:20]([F:23])([F:22])[F:21])=[N:11]1)[C:5]#[N:6].I[CH2:25][CH3:26].[H-].[Na+].O. (3) The catalyst is ClCCl. The reactants are C[O:2][C:3]1[CH:26]=[CH:25][C:6]([O:7][C:8]2[C:22]([CH3:23])=[CH:21][C:11]3[C:12]([CH2:15][C:16]([O:18][CH2:19][CH3:20])=[O:17])=[CH:13][O:14][C:10]=3[C:9]=2[CH3:24])=[CH:5][CH:4]=1.[Cl-].[Al+3].[Cl-].[Cl-].C(S)C. The product is [OH:2][C:3]1[CH:4]=[CH:5][C:6]([O:7][C:8]2[C:22]([CH3:23])=[CH:21][C:11]3[C:12]([CH2:15][C:16]([O:18][CH2:19][CH3:20])=[O:17])=[CH:13][O:14][C:10]=3[C:9]=2[CH3:24])=[CH:25][CH:26]=1. The yield is 0.730.